Dataset: Forward reaction prediction with 1.9M reactions from USPTO patents (1976-2016). Task: Predict the product of the given reaction. (1) Given the reactants Br[C:2]1[CH:9]=[N:8][CH:7]=[C:6]([Br:10])[C:3]=1[CH:4]=[O:5].[C:11]1(=[O:24])[C:16]2[S:17][C:18]3[CH2:23][CH2:22][CH2:21][CH2:20][C:19]=3[C:15]=2[CH2:14][CH2:13][NH:12]1.C(=O)([O-])[O-].[Cs+].[Cs+].CC1(C)C2C(=C(P(C3C=CC=CC=3)C3C=CC=CC=3)C=CC=2)OC2C(P(C3C=CC=CC=3)C3C=CC=CC=3)=CC=CC1=2, predict the reaction product. The product is: [Br:10][C:6]1[CH:7]=[N:8][CH:9]=[C:2]([N:12]2[C:11](=[O:24])[C:16]3[S:17][C:18]4[CH2:23][CH2:22][CH2:21][CH2:20][C:19]=4[C:15]=3[CH2:14][CH2:13]2)[C:3]=1[CH:4]=[O:5]. (2) Given the reactants [CH:1]([C:4]1[NH:5][C:6]([C:16]2[CH:17]=[C:18]([C:22]3[CH:27]=[CH:26][C:25]([C:28]([N:30]4[CH2:35][CH2:34][S:33][CH2:32][CH2:31]4)=[O:29])=[CH:24][CH:23]=3)[CH:19]=[CH:20][CH:21]=2)=[C:7]([C:9]2[CH:14]=[CH:13][CH:12]=[C:11]([CH3:15])[N:10]=2)[N:8]=1)([CH3:3])[CH3:2].ClC1C=CC=C(C(OO)=[O:44])C=1.O, predict the reaction product. The product is: [CH:1]([C:4]1[NH:5][C:6]([C:16]2[CH:17]=[C:18]([C:22]3[CH:27]=[CH:26][C:25]([C:28]([N:30]4[CH2:31][CH2:32][S:33](=[O:44])[CH2:34][CH2:35]4)=[O:29])=[CH:24][CH:23]=3)[CH:19]=[CH:20][CH:21]=2)=[C:7]([C:9]2[CH:14]=[CH:13][CH:12]=[C:11]([CH3:15])[N:10]=2)[N:8]=1)([CH3:3])[CH3:2].